Task: Predict the product of the given reaction.. Dataset: Forward reaction prediction with 1.9M reactions from USPTO patents (1976-2016) The product is: [CH3:1][C:2]1[CH:3]=[C:4]2[C:8](=[CH:9][CH:10]=1)[C:7](=[O:11])[NH:6][CH2:5]2. Given the reactants [CH3:1][C:2]1[CH:3]=[C:4]2[C:8](=[CH:9][CH:10]=1)[C:7](=[O:11])[NH:6][C:5]2=O.[Sn], predict the reaction product.